From a dataset of Catalyst prediction with 721,799 reactions and 888 catalyst types from USPTO. Predict which catalyst facilitates the given reaction. Reactant: Br[C:2]1[CH:7]=[CH:6][C:5]([F:8])=[CH:4][N:3]=1.C[Sn](C)C.C[Sn](C)C.Cl[C:18]1[N:23]=[C:22]([NH:24][C:25]([CH:27]2[CH2:29][CH2:28]2)=[O:26])[CH:21]=[N:20][C:19]=1[C:30]1[CH:35]=[CH:34][N:33]=[CH:32][C:31]=1[F:36]. Product: [F:36][C:31]1[CH:32]=[N:33][CH:34]=[CH:35][C:30]=1[C:19]1[N:20]=[CH:21][C:22]([NH:24][C:25]([CH:27]2[CH2:29][CH2:28]2)=[O:26])=[N:23][C:18]=1[C:2]1[CH:7]=[CH:6][C:5]([F:8])=[CH:4][N:3]=1. The catalyst class is: 206.